Task: Predict the reactants needed to synthesize the given product.. Dataset: Full USPTO retrosynthesis dataset with 1.9M reactions from patents (1976-2016) (1) Given the product [F:9][C:10]1[CH:17]=[CH:16][C:13]([CH2:14][O:1][CH2:7][CH2:6][CH2:5][CH2:4][CH2:3][C:2]([OH:8])=[O:19])=[CH:12][C:11]=1[CH3:18], predict the reactants needed to synthesize it. The reactants are: [O:1]1[CH2:7][CH2:6][CH2:5][CH2:4][CH2:3][C:2]1=[O:8].[F:9][C:10]1[CH:17]=[CH:16][C:13]([CH2:14]Br)=[CH:12][C:11]=1[CH3:18].[OH-:19].[K+]. (2) Given the product [NH2:22][C:23]1[N:24]=[CH:25][C:26]([C:2]2[N:6]3[N:7]=[C:8]([NH:11][CH2:12][CH2:13][CH2:14][CH3:15])[CH:9]=[CH:10][C:5]3=[N:4][CH:3]=2)=[CH:27][CH:28]=1, predict the reactants needed to synthesize it. The reactants are: Br[C:2]1[N:6]2[N:7]=[C:8]([NH:11][CH2:12][CH2:13][CH2:14][CH3:15])[CH:9]=[CH:10][C:5]2=[N:4][CH:3]=1.C(OC(=O)[NH:22][C:23]1[CH:28]=[CH:27][C:26](B2OC(C)(C)C(C)(C)O2)=[CH:25][N:24]=1)(C)(C)C.P([O-])([O-])([O-])=O.[K+].[K+].[K+]. (3) Given the product [C:41]([O:40][C:39]([N:38]([C:46]1[N:47]=[CH:48][S:49][CH:50]=1)[S:35]([C:33]1[C:32]([F:51])=[CH:31][C:30]([O:21][C:5]2[CH:4]=[CH:3][C:2]([Cl:1])=[CH:7][C:6]=2[CH:8]2[CH2:9][CH2:10][N:11]([C:14]([O:16][C:17]([CH3:18])([CH3:20])[CH3:19])=[O:15])[CH2:12][CH2:13]2)=[C:29]([Cl:28])[CH:34]=1)(=[O:37])=[O:36])=[O:45])([CH3:44])([CH3:42])[CH3:43], predict the reactants needed to synthesize it. The reactants are: [Cl:1][C:2]1[CH:3]=[CH:4][C:5]([OH:21])=[C:6]([CH:8]2[CH2:13][CH2:12][N:11]([C:14]([O:16][C:17]([CH3:20])([CH3:19])[CH3:18])=[O:15])[CH2:10][CH2:9]2)[CH:7]=1.C(=O)([O-])[O-].[K+].[K+].[Cl:28][C:29]1[C:30](F)=[CH:31][C:32]([F:51])=[C:33]([S:35]([N:38]([C:46]2[N:47]=[CH:48][S:49][CH:50]=2)[C:39](=[O:45])[O:40][C:41]([CH3:44])([CH3:43])[CH3:42])(=[O:37])=[O:36])[CH:34]=1.C(O)(=O)CC(CC(O)=O)(C(O)=O)O. (4) Given the product [F:15][C:16]1[CH:24]=[CH:23][CH:22]=[CH:21][C:17]=1[CH2:18][N:19]1[C:4](=[O:13])[CH2:5][C:6]([C:7]([O:9][CH2:10][CH3:11])=[O:8])=[N:20]1, predict the reactants needed to synthesize it. The reactants are: C(O[C:4](=[O:13])[C:5]([O-])=[CH:6][C:7]([O:9][CH2:10][CH3:11])=[O:8])C.[Na+].[F:15][C:16]1[CH:24]=[CH:23][CH:22]=[CH:21][C:17]=1[CH2:18][NH:19][NH2:20]. (5) The reactants are: Br[C:2]1[CH:3]=[CH:4][C:5]2[C:14]3[C:9](=[C:10]([NH2:20])[N:11]=[C:12]([N:15]4[CH:19]=[CH:18][N:17]=[CH:16]4)[CH:13]=3)[CH:8]=[N:7][C:6]=2[CH:21]=1.CC1(C)C(C)(C)OB([CH:30]=[CH:31][CH2:32][CH2:33][N:34]2[CH2:38][CH2:37][CH2:36][CH2:35]2)O1.C(=O)([O-])[O-].[K+].[K+].C1(C)C=CC=CC=1. Given the product [N:15]1([C:12]2[CH:13]=[C:14]3[C:9](=[C:10]([NH2:20])[N:11]=2)[CH:8]=[N:7][C:6]2[CH:21]=[C:2](/[CH:30]=[CH:31]/[CH2:32][CH2:33][N:34]4[CH2:38][CH2:37][CH2:36][CH2:35]4)[CH:3]=[CH:4][C:5]3=2)[CH:19]=[CH:18][N:17]=[CH:16]1, predict the reactants needed to synthesize it.